From a dataset of Forward reaction prediction with 1.9M reactions from USPTO patents (1976-2016). Predict the product of the given reaction. Given the reactants [CH2:1]([O:3][C:4](=[O:7])[CH:5]=[CH2:6])[CH3:2].[C:8]([OH:13])(=[O:12])[C:9]([CH3:11])=[CH2:10].C(OCCCCOC(=O)C=C)(=O)C=C.C(OS([O-])(=O)=O)CCCCCCCCCCC.[Na+].OP([O-])([O-])=O.[K+].[K+].S(OOS([O-])(=O)=O)([O-])(=O)=O.[NH4+].[NH4+], predict the reaction product. The product is: [CH2:1]([O:3][C:4](=[O:7])[CH:5]=[CH2:6])[CH3:2].[C:8]([OH:13])(=[O:12])[C:9]([CH3:11])=[CH2:10].